This data is from Full USPTO retrosynthesis dataset with 1.9M reactions from patents (1976-2016). The task is: Predict the reactants needed to synthesize the given product. (1) Given the product [OH:1][C:2]1([C:8]([O:10][CH3:11])=[O:9])[CH2:7][CH2:6][CH2:5][N:4]([C:28]([O:30][C:31]([CH3:34])([CH3:33])[CH3:32])=[O:29])[CH2:3]1, predict the reactants needed to synthesize it. The reactants are: [OH:1][C:2]1([C:8]([O:10][CH3:11])=[O:9])[CH2:7][CH2:6][CH2:5][NH:4][CH2:3]1.C(N(CC)CC)C.CN(C1C=CC=CN=1)C.[C:28](O[C:28]([O:30][C:31]([CH3:34])([CH3:33])[CH3:32])=[O:29])([O:30][C:31]([CH3:34])([CH3:33])[CH3:32])=[O:29]. (2) The reactants are: [CH2:1]([O:3][C:4](=[O:21])[CH2:5][C@@H:6]([N:10]1[C:14]2=[N:15][C:16]([CH3:19])=[CH:17][CH:18]=[C:13]2[NH:12][C:11]1=[O:20])[CH2:7][CH2:8][CH3:9])[CH3:2].C([O-])([O-])=O.[K+].[K+].[I-].[CH3:29][N:30]1[C:38]2[C:33](=[C:34]([CH3:39])[CH:35]=[CH:36][CH:37]=2)[C:32]([CH2:40][N+](C)(C)C)=[CH:31]1. Given the product [CH2:1]([O:3][C:4](=[O:21])[CH2:5][C@@H:6]([N:10]1[C:14]2=[N:15][C:16]([CH3:19])=[CH:17][CH:18]=[C:13]2[N:12]([CH2:40][C:32]2[C:33]3[C:38](=[CH:37][CH:36]=[CH:35][C:34]=3[CH3:39])[N:30]([CH3:29])[CH:31]=2)[C:11]1=[O:20])[CH2:7][CH2:8][CH3:9])[CH3:2], predict the reactants needed to synthesize it. (3) The reactants are: [F:1][C:2]1[CH:7]=[C:6]([F:8])[C:5]([F:9])=[CH:4][C:3]=1[CH2:10][C@H:11]([OH:14])[CH2:12]Cl.[OH-].[Na+]. Given the product [F:1][C:2]1[CH:7]=[C:6]([F:8])[C:5]([F:9])=[CH:4][C:3]=1[CH2:10][C@H:11]1[CH2:12][O:14]1, predict the reactants needed to synthesize it. (4) Given the product [Cl:1][C:2]1[CH:3]=[C:4]([C:14]([C:16]([F:19])([F:18])[F:17])=[CH2:15])[CH:5]=[C:6]([Cl:9])[C:7]=1[Cl:8], predict the reactants needed to synthesize it. The reactants are: [Cl:1][C:2]1[CH:3]=[C:4](B(O)O)[CH:5]=[C:6]([Cl:9])[C:7]=1[Cl:8].Br[C:14]([C:16]([F:19])([F:18])[F:17])=[CH2:15].C([O-])([O-])=O.[K+].[K+]. (5) Given the product [S:1]([OH:5])([OH:4])(=[O:3])=[O:2].[OH:6][CH2:7][CH2:8][O:9][NH:10][C:11]([C:13]1[C:22]([NH:23][C:24]2[CH:29]=[CH:28][C:27]([Br:30])=[CH:26][C:25]=2[Cl:31])=[C:21]([F:32])[C:16]2[N:17]=[CH:18][N:19]([CH3:20])[C:15]=2[CH:14]=1)=[O:12], predict the reactants needed to synthesize it. The reactants are: [S:1](=[O:5])(=[O:4])([OH:3])[OH:2].[OH:6][CH2:7][CH2:8][O:9][NH:10][C:11]([C:13]1[C:22]([NH:23][C:24]2[CH:29]=[CH:28][C:27]([Br:30])=[CH:26][C:25]=2[Cl:31])=[C:21]([F:32])[C:16]2[N:17]=[CH:18][N:19]([CH3:20])[C:15]=2[CH:14]=1)=[O:12].O. (6) Given the product [CH2:1]([C:3]1[S:41][C:6]2[N:7]([CH2:22][C:23]3[CH:24]=[CH:25][C:26]([C:29]4[CH:34]=[CH:33][CH:32]=[CH:31][C:30]=4[C:35]4[NH:39][C:38](=[O:40])[O:37][N:36]=4)=[CH:27][CH:28]=3)[C:8](=[O:21])[N:9]([CH2:12][C:13](=[N:43][O:44][CH3:45])[C:14]3[CH:15]=[CH:16][CH:17]=[CH:18][CH:19]=3)[C:10](=[O:55])[C:5]=2[CH:4]=1)[CH3:2], predict the reactants needed to synthesize it. The reactants are: [CH2:1]([C:3]1[S:41][C:6]2[N:7]([CH2:22][C:23]3[CH:28]=[CH:27][C:26]([C:29]4[CH:34]=[CH:33][CH:32]=[CH:31][C:30]=4[C:35]4[NH:39][C:38](=[O:40])[O:37][N:36]=4)=[CH:25][CH:24]=3)[C:8](=[O:21])[N:9]([CH2:12][C:13](=O)[C:14]3[CH:19]=[CH:18][CH:17]=[CH:16][CH:15]=3)[C:10](=O)[C:5]=2[CH:4]=1)[CH3:2].Cl.[NH2:43][O:44][CH2:45]C=C.N1C=CC=CC=1.Cl.[OH2:55]. (7) Given the product [CH3:1][O:2][C:3]1[CH:4]=[C:5]([CH2:9][CH2:10][NH:11][C:22](=[O:23])[O:21][CH2:20][CH3:19])[CH:6]=[CH:7][CH:8]=1, predict the reactants needed to synthesize it. The reactants are: [CH3:1][O:2][C:3]1[CH:4]=[C:5]([CH2:9][CH2:10][NH2:11])[CH:6]=[CH:7][CH:8]=1.C(N(CC)CC)C.[CH3:19][CH2:20][O:21][C:22](Cl)=[O:23]. (8) Given the product [CH3:1][O:2][C:3](=[O:12])[C:4]1[CH:9]=[CH:8][C:7]([CH3:10])=[CH:6][C:5]=1[CH2:15][CH:14]=[CH2:13], predict the reactants needed to synthesize it. The reactants are: [CH3:1][O:2][C:3](=[O:12])[C:4]1[CH:9]=[CH:8][C:7]([CH3:10])=[CH:6][C:5]=1Br.[CH2:13]([Sn](CCCC)(CCCC)CCCC)[CH:14]=[CH2:15].[Cl-].[Li+]. (9) Given the product [CH3:1][O:2][C:3](=[O:64])[NH:4][CH:5]([C:9]([N:11]1[CH2:15][CH2:14][CH2:13][CH:12]1[C:16]1[NH:17][C:18]([C:21]2[CH:30]=[CH:29][C:28]3[C:23](=[CH:24][CH:25]=[C:26]([C:31]4[CH:32]=[CH:33][C:34]([C:37]5[NH:38][C:39]([CH:42]6[CH2:46][CH2:45][CH2:44][N:43]6[C:47](=[O:63])[CH:48]([NH:55][C:56]([O:58][CH3:59])=[O:57])[C:49]6[CH:50]=[C:51]([CH3:65])[CH:52]=[CH:53][CH:54]=6)=[N:40][CH:41]=5)=[CH:35][CH:36]=4)[CH:27]=3)[CH:22]=2)=[CH:19][N:20]=1)=[O:10])[CH:6]([CH3:8])[CH3:7], predict the reactants needed to synthesize it. The reactants are: [CH3:1][O:2][C:3](=[O:64])[NH:4][CH:5]([C:9]([N:11]1[CH2:15][CH2:14][CH2:13][CH:12]1[C:16]1[NH:17][C:18]([C:21]2[CH:30]=[CH:29][C:28]3[C:23](=[CH:24][CH:25]=[C:26]([C:31]4[CH:36]=[CH:35][C:34]([C:37]5[NH:38][C:39]([CH:42]6[CH2:46][CH2:45][CH2:44][N:43]6[C:47](=[O:63])[CH:48]([NH:55][C:56]([O:58][C:59](C)(C)C)=[O:57])[C:49]6[CH:54]=[CH:53][CH:52]=[CH:51][CH:50]=6)=[N:40][CH:41]=5)=[CH:33][CH:32]=4)[CH:27]=3)[CH:22]=2)=[CH:19][N:20]=1)=[O:10])[CH:6]([CH3:8])[CH3:7].[CH3:65]OC(NC(C1C=C(C)C=CC=1)C(O)=O)=O.